Dataset: Blood-brain barrier permeability classification from the B3DB database. Task: Regression/Classification. Given a drug SMILES string, predict its absorption, distribution, metabolism, or excretion properties. Task type varies by dataset: regression for continuous measurements (e.g., permeability, clearance, half-life) or binary classification for categorical outcomes (e.g., BBB penetration, CYP inhibition). Dataset: b3db_classification. (1) The molecule is CN(C)CCOc1ccc(/C(=C(/CCCl)c2ccccc2)c2ccccc2)cc1. The result is 0 (does not penetrate BBB). (2) The drug is CC1CN(Cc2ncccn2)CC1c1nc2c(cnn2C2CCOCC2)c(=O)[nH]1. The result is 1 (penetrates BBB). (3) The molecule is CC(=O)[C@@]1(O)CC[C@H]2[C@@H]3C[C@H](C)C4=CC(=O)C=C[C@]4(C)[C@@]3(F)[C@H](O)C[C@@]21C. The result is 1 (penetrates BBB).